From a dataset of Reaction yield outcomes from USPTO patents with 853,638 reactions. Predict the reaction yield, written as a fraction of the theoretical maximum amount of product (1.0 means a 100% yield; for example, 0.34 means a 34% yield). (1) The reactants are [N+:1]([C:4]1[CH:10]=[C:9]([N+:11]([O-:13])=[O:12])[CH:8]=[CH:7][C:5]=1[NH2:6])([O-:3])=[O:2].[N:14](OS(=O)(=O)O)=O.S(=O)(=O)(O)O.[CH2:26]([CH:28]([CH2:47][CH2:48][CH2:49][CH3:50])[CH2:29][O:30][C:31]1[CH:37]=[CH:36][C:35]([O:38][CH2:39][CH:40]([CH2:45][CH3:46])[CH2:41][CH2:42][CH2:43][CH3:44])=[CH:34][C:32]=1[NH2:33])[CH3:27]. The catalyst is C(O)(=O)C.C(O)(=O)CC.S(=O)(=O)(O)N. The product is [N+:1]([C:4]1[CH:10]=[C:9]([N+:11]([O-:13])=[O:12])[CH:8]=[CH:7][C:5]=1[N:6]=[N:14][C:36]1[C:35]([O:38][CH2:39][CH:40]([CH2:45][CH3:46])[CH2:41][CH2:42][CH2:43][CH3:44])=[CH:34][C:32]([NH2:33])=[C:31]([O:30][CH2:29][CH:28]([CH2:26][CH3:27])[CH2:47][CH2:48][CH2:49][CH3:50])[CH:37]=1)([O-:3])=[O:2]. The yield is 0.390. (2) The reactants are [C:1]1([C:7]2[O:11][C:10]([C:12]3[C:13]([NH:24]C(=O)OC(C)(C)C)=[N:14][CH:15]=[C:16]([N:18]4[CH2:23][CH2:22][NH:21][CH2:20][CH2:19]4)[N:17]=3)=[N:9][N:8]=2)[CH:6]=[CH:5][CH:4]=[CH:3][CH:2]=1.C(O)(C(F)(F)F)=O. The catalyst is C(Cl)Cl. The product is [C:1]1([C:7]2[O:11][C:10]([C:12]3[C:13]([NH2:24])=[N:14][CH:15]=[C:16]([N:18]4[CH2:23][CH2:22][NH:21][CH2:20][CH2:19]4)[N:17]=3)=[N:9][N:8]=2)[CH:2]=[CH:3][CH:4]=[CH:5][CH:6]=1. The yield is 0.820.